This data is from TCR-epitope binding with 47,182 pairs between 192 epitopes and 23,139 TCRs. The task is: Binary Classification. Given a T-cell receptor sequence (or CDR3 region) and an epitope sequence, predict whether binding occurs between them. (1) The epitope is LLLGIGILV. The TCR CDR3 sequence is CSARDFRGTSGTGELFF. Result: 1 (the TCR binds to the epitope). (2) The epitope is RLRAEAQVK. The TCR CDR3 sequence is CASSLAGTGELFF. Result: 1 (the TCR binds to the epitope). (3) The epitope is RLQSLQTYV. The TCR CDR3 sequence is CSVEGGNPLYNEQFF. Result: 0 (the TCR does not bind to the epitope). (4) The epitope is EIYKRWII. The TCR CDR3 sequence is CASSVLHGRQETQYF. Result: 1 (the TCR binds to the epitope). (5) The epitope is FLYALALLL. The TCR CDR3 sequence is CATSLGTAVDTQYF. Result: 0 (the TCR does not bind to the epitope).